From a dataset of Full USPTO retrosynthesis dataset with 1.9M reactions from patents (1976-2016). Predict the reactants needed to synthesize the given product. Given the product [CH3:43][N:42]1[CH2:41][CH2:40][N:39]([CH3:44])[C:38](=[O:45])[CH:37]1[C:34]1[CH:33]=[CH:32][C:31]([NH:1][C:2]2[C:7](=[O:8])[N:6]([CH2:9][CH3:46])[CH:5]=[C:4]([C:10]3[C:11]([CH3:28])=[C:12]([NH:16][C:17]([C:19]4[S:23][C:22]5[CH2:24][CH2:25][CH2:26][CH2:27][C:21]=5[CH:20]=4)=[O:18])[CH:13]=[CH:14][CH:15]=3)[CH:3]=2)=[N:36][CH:35]=1, predict the reactants needed to synthesize it. The reactants are: [NH2:1][C:2]1[C:7](=[O:8])[N:6]([CH3:9])[CH:5]=[C:4]([C:10]2[C:11]([CH2:28]C)=[C:12]([NH:16][C:17]([C:19]3[S:23][C:22]4[CH2:24][CH2:25][CH2:26][CH2:27][C:21]=4[CH:20]=3)=[O:18])[CH:13]=[CH:14][CH:15]=2)[CH:3]=1.Cl[C:31]1[N:36]=[CH:35][C:34]([CH:37]2[N:42]([CH3:43])[CH2:41][CH2:40][N:39]([CH3:44])[C:38]2=[O:45])=[CH:33][CH:32]=1.[CH3:46]C1(C)C2C=CC=C(P(C3C=CC=CC=3)C3C=CC=CC=3)C=2OC2C1=CC=CC=2P(C1C=CC=CC=1)C1C=CC=CC=1.C([O-])([O-])=O.[Cs+].[Cs+].